From a dataset of Peptide-MHC class II binding affinity with 134,281 pairs from IEDB. Regression. Given a peptide amino acid sequence and an MHC pseudo amino acid sequence, predict their binding affinity value. This is MHC class II binding data. (1) The peptide sequence is RAQLHVGAKQENWNT. The MHC is DRB5_0101 with pseudo-sequence DRB5_0101. The binding affinity (normalized) is 0.429. (2) The peptide sequence is ELPGVDPDKDVDIMV. The MHC is DRB1_0405 with pseudo-sequence DRB1_0405. The binding affinity (normalized) is 0. (3) The peptide sequence is AYVATVSEALRIIAG. The MHC is DRB1_1501 with pseudo-sequence DRB1_1501. The binding affinity (normalized) is 0.276. (4) The peptide sequence is HGVAKNPVVDGNPTV. The MHC is DRB1_1101 with pseudo-sequence DRB1_1101. The binding affinity (normalized) is 0.262. (5) The peptide sequence is SELYLYKVVKIEPLGVAP. The MHC is HLA-DPA10103-DPB10301 with pseudo-sequence HLA-DPA10103-DPB10301. The binding affinity (normalized) is 0.211. (6) The peptide sequence is KKKVPWDQVVMTSLALV. The MHC is HLA-DQA10102-DQB10501 with pseudo-sequence HLA-DQA10102-DQB10501. The binding affinity (normalized) is 0.536. (7) The peptide sequence is LQGLRYFIMAYVNQA. The MHC is DRB3_0101 with pseudo-sequence DRB3_0101. The binding affinity (normalized) is 0.322. (8) The peptide sequence is DSYIIVGRGDSRLTY. The binding affinity (normalized) is 0.197. The MHC is DRB1_0404 with pseudo-sequence DRB1_0404. (9) The peptide sequence is PSVIPAARLFKAFIL. The MHC is HLA-DPA10201-DPB11401 with pseudo-sequence YAFFQFSGGAILNTLHLQFEYFDLEKVRVHLDVT. The binding affinity (normalized) is 0.663.